Dataset: Peptide-MHC class II binding affinity with 134,281 pairs from IEDB. Task: Regression. Given a peptide amino acid sequence and an MHC pseudo amino acid sequence, predict their binding affinity value. This is MHC class II binding data. (1) The peptide sequence is MMGKREKKLSEFGKA. The MHC is DRB3_0301 with pseudo-sequence DRB3_0301. The binding affinity (normalized) is 0.228. (2) The peptide sequence is MKEGRYEVRAELPGV. The MHC is DRB1_1302 with pseudo-sequence DRB1_1302. The binding affinity (normalized) is 0.100. (3) The peptide sequence is GIAQSASVLSFMDKG. The MHC is DRB1_0701 with pseudo-sequence DRB1_0701. The binding affinity (normalized) is 0.570. (4) The peptide sequence is QYAKEIWGITANPVP. The MHC is HLA-DQA10102-DQB10502 with pseudo-sequence HLA-DQA10102-DQB10502. The binding affinity (normalized) is 0.350. (5) The peptide sequence is VVIEELFNRIPETSV. The MHC is DRB1_0802 with pseudo-sequence DRB1_0802. The binding affinity (normalized) is 0.677.